Dataset: TCR-epitope binding with 47,182 pairs between 192 epitopes and 23,139 TCRs. Task: Binary Classification. Given a T-cell receptor sequence (or CDR3 region) and an epitope sequence, predict whether binding occurs between them. (1) The epitope is YFPLQSYGF. The TCR CDR3 sequence is CASSLGQDGYTF. Result: 0 (the TCR does not bind to the epitope). (2) The epitope is IYSKHTPINL. The TCR CDR3 sequence is CASSLPGGANVLTF. Result: 0 (the TCR does not bind to the epitope).